Task: Predict which catalyst facilitates the given reaction.. Dataset: Catalyst prediction with 721,799 reactions and 888 catalyst types from USPTO (1) The catalyst class is: 29. Product: [NH2:22][C:17]1[CH:18]=[CH:19][CH:20]=[CH:21][C:16]=1[O:15][CH:8]([C:9]1[CH:14]=[CH:13][CH:12]=[CH:11][CH:10]=1)[CH:2]([OH:1])[C:3]([O:5][CH2:6][CH3:7])=[O:4]. Reactant: [OH:1][CH:2]([CH:8]([O:15][C:16]1[CH:21]=[CH:20][CH:19]=[CH:18][C:17]=1[N+:22]([O-])=O)[C:9]1[CH:14]=[CH:13][CH:12]=[CH:11][CH:10]=1)[C:3]([O:5][CH2:6][CH3:7])=[O:4]. (2) Reactant: [F:1][C:2]([F:9])([F:8])[C:3]1[NH:4][CH:5]=[CH:6][CH:7]=1.[H-].[Na+].[Cl:12][C:13]1[N:18]=[C:17](Cl)[CH:16]=[CH:15][N:14]=1. Product: [Cl:12][C:13]1[N:18]=[C:17]([N:4]2[CH:5]=[CH:6][CH:7]=[C:3]2[C:2]([F:9])([F:8])[F:1])[CH:16]=[CH:15][N:14]=1. The catalyst class is: 3. (3) Reactant: [F:1][C:2]([F:25])([F:24])[C:3]1[CH:19]=[C:18]([C:20]([F:23])([F:22])[F:21])[CH:17]=[CH:16][C:4]=1[CH2:5][N:6]1[CH2:10][C@@H:9]2[CH2:11][CH:12]([CH2:14][OH:15])[CH2:13][C@@H:8]2[CH2:7]1.C(N(CC)CC)C.O. Product: [F:25][C:2]([F:1])([F:24])[C:3]1[CH:19]=[C:18]([C:20]([F:23])([F:22])[F:21])[CH:17]=[CH:16][C:4]=1[CH2:5][N:6]1[CH2:7][C@@H:8]2[CH2:13][CH:12]([CH:14]=[O:15])[CH2:11][C@@H:9]2[CH2:10]1. The catalyst class is: 148. (4) Reactant: [Cl:1][C:2]1[CH:3]=[CH:4][C:5]([C:25]#[N:26])=[C:6]([C:8]2[C:13]([O:14][CH3:15])=[CH:12][N:11]([CH:16]([CH2:20][CH2:21][O:22][CH3:23])[C:17]([OH:19])=O)[C:10](=[O:24])[CH:9]=2)[CH:7]=1.[NH2:27][C:28]1[CH:33]=[CH:32][N:31]2[CH:34]=[C:35]([C:37]([O:39][CH2:40][CH3:41])=[O:38])[N:36]=[C:30]2[CH:29]=1.C(P1(=O)OP(CCC)(=O)OP(CCC)(=O)O1)CC. Product: [Cl:1][C:2]1[CH:3]=[CH:4][C:5]([C:25]#[N:26])=[C:6]([C:8]2[C:13]([O:14][CH3:15])=[CH:12][N:11]([CH:16]([CH2:20][CH2:21][O:22][CH3:23])[C:17]([NH:27][C:28]3[CH:33]=[CH:32][N:31]4[CH:34]=[C:35]([C:37]([O:39][CH2:40][CH3:41])=[O:38])[N:36]=[C:30]4[CH:29]=3)=[O:19])[C:10](=[O:24])[CH:9]=2)[CH:7]=1. The catalyst class is: 17. (5) Reactant: [F:1][C:2]1[CH:7]=[CH:6][CH:5]=[CH:4][C:3]=1[C:8]1[N:9]=[N:10][N:11]([CH3:18])[C:12]=1[C:13]1[N:14]=[CH:15][NH:16][CH:17]=1.Cl[C:20]1[CH:29]=[CH:28][C:23]([C:24]([O:26][CH3:27])=[O:25])=[CH:22][N:21]=1.C(=O)([O-])[O-].[K+].[K+].O. Product: [F:1][C:2]1[CH:7]=[CH:6][CH:5]=[CH:4][C:3]=1[C:8]1[N:9]=[N:10][N:11]([CH3:18])[C:12]=1[C:13]1[N:14]=[CH:15][N:16]([C:20]2[CH:29]=[CH:28][C:23]([C:24]([O:26][CH3:27])=[O:25])=[CH:22][N:21]=2)[CH:17]=1. The catalyst class is: 3. (6) Reactant: [CH:1]1([CH:7]([O:20][CH3:21])[C:8]2[CH:15]=[CH:14][C:13]([C:16]([F:19])([F:18])[F:17])=[CH:12][C:9]=2[CH:10]=O)[CH2:6][CH2:5][CH2:4][CH2:3][CH2:2]1.[CH3:22][N:23]1[N:27]=[N:26][C:25]([NH2:28])=[N:24]1.[BH4-].[Na+]. Product: [CH:1]1([CH:7]([O:20][CH3:21])[C:8]2[CH:15]=[CH:14][C:13]([C:16]([F:19])([F:18])[F:17])=[CH:12][C:9]=2[CH2:10][NH:28][C:25]2[N:26]=[N:27][N:23]([CH3:22])[N:24]=2)[CH2:6][CH2:5][CH2:4][CH2:3][CH2:2]1. The catalyst class is: 11. (7) Reactant: [Br:1][C:2]1[CH:3]=[CH:4][C:5]([C:8]2[CH2:12][C@@H:11]([CH2:13][OH:14])[O:10][N:9]=2)=[N:6][CH:7]=1.[H-].[Na+].[CH2:17](I)[CH3:18]. Product: [Br:1][C:2]1[CH:3]=[CH:4][C:5]([C:8]2[CH2:12][C@@H:11]([CH2:13][O:14][CH2:17][CH3:18])[O:10][N:9]=2)=[N:6][CH:7]=1. The catalyst class is: 1.